This data is from Catalyst prediction with 721,799 reactions and 888 catalyst types from USPTO. The task is: Predict which catalyst facilitates the given reaction. (1) Reactant: [Cl:1][C:2]1[C:6](Cl)=[N:5][S:4][N:3]=1.[C:8]([NH:12][CH2:13][C@H:14]([OH:17])[CH2:15][OH:16])([CH3:11])([CH3:10])[CH3:9].CC(C)([O-])C.[K+]. Product: [C:8]([NH:12][CH2:13][CH:14]([OH:17])[CH2:15][O:16][C:6]1[C:2]([Cl:1])=[N:3][S:4][N:5]=1)([CH3:11])([CH3:10])[CH3:9]. The catalyst class is: 107. (2) Reactant: C[O:2][C:3]1[CH:4]=[N:5][CH:6]=[C:7]([C:9]#[C:10][C:11]2[N:12]=[C:13]([CH3:16])[S:14][CH:15]=2)[CH:8]=1.[Al](Br)(Br)Br. Product: [CH3:16][C:13]1[S:14][CH:15]=[C:11]([C:10]#[C:9][C:7]2[CH:8]=[C:3]([OH:2])[CH:4]=[N:5][CH:6]=2)[N:12]=1. The catalyst class is: 11.